The task is: Predict the reactants needed to synthesize the given product.. This data is from Full USPTO retrosynthesis dataset with 1.9M reactions from patents (1976-2016). (1) The reactants are: [N:1]1[CH:6]=[CH:5][CH:4]=[C:3]([CH:7]=O)[CH:2]=1.[C:9]([O-:12])(=[O:11])[CH3:10].[NH4+:13].C(O)(=O)CC(O)=O. Given the product [NH2:13][CH:7]([C:3]1[CH:2]=[N:1][CH:6]=[CH:5][CH:4]=1)[CH2:10][C:9]([OH:12])=[O:11], predict the reactants needed to synthesize it. (2) Given the product [Cl:10][C:2]1[CH:9]=[CH:8][C:5]([C:6]([NH:11][OH:12])=[O:13])=[CH:4][CH:3]=1, predict the reactants needed to synthesize it. The reactants are: Cl[C:2]1[CH:9]=[CH:8][C:5]([C:6]#N)=[CH:4][CH:3]=1.[ClH:10].[NH2:11][OH:12].[OH-:13].[Na+]. (3) Given the product [CH3:1][O:2][C:3]1[CH:12]=[CH:11][C:6]([O:7][CH2:8][C:9](=[N:14][OH:15])[NH2:10])=[CH:5][CH:4]=1, predict the reactants needed to synthesize it. The reactants are: [CH3:1][O:2][C:3]1[CH:12]=[CH:11][C:6]([O:7][CH2:8][C:9]#[N:10])=[CH:5][CH:4]=1.Cl.[NH2:14][OH:15].C([O-])(=O)C.[Na+]. (4) Given the product [CH3:1][C:2]1[O:6][N:5]=[C:4]([NH:7][C:17](=[O:25])[O:18][C:19]2[CH:24]=[CH:23][CH:22]=[CH:21][CH:20]=2)[CH:3]=1, predict the reactants needed to synthesize it. The reactants are: [CH3:1][C:2]1[O:6][N:5]=[C:4]([NH2:7])[CH:3]=1.CCN(C(C)C)C(C)C.[C:17](Cl)(=[O:25])[O:18][C:19]1[CH:24]=[CH:23][CH:22]=[CH:21][CH:20]=1. (5) Given the product [N:1]1[CH:6]=[CH:5][CH:4]=[C:3]([C:7]2[C@:8]3([CH2:24][CH2:23][C@H:22]4[C@@H:13]([CH2:14][CH2:15][C:16]5[CH:17]=[C:18]([C:25]([OH:27])=[O:26])[CH:19]=[CH:20][C:21]=54)[C@@H:10]3[CH2:11][CH:12]=2)[CH3:9])[CH:2]=1, predict the reactants needed to synthesize it. The reactants are: [N:1]1[CH:6]=[CH:5][CH:4]=[C:3]([C:7]2[C@:8]3([CH2:24][CH2:23][C@H:22]4[C@@H:13]([CH2:14][CH2:15][C:16]5[CH:17]=[C:18]([C:25]([O:27]C)=[O:26])[CH:19]=[CH:20][C:21]=54)[C@@H:10]3[CH2:11][CH:12]=2)[CH3:9])[CH:2]=1.[OH-].[Na+].C1COCC1.C(O)(=O)CC(CC(O)=O)(C(O)=O)O. (6) Given the product [CH3:44][N:43]([CH3:42])[C:45]1[CH:31]=[CH:30][C:5]([C:6]([NH:8][C@@H:9]([C:20]2[CH:21]=[CH:22][C:23]([C:26]([F:29])([F:27])[F:28])=[CH:24][CH:25]=2)[C:10]2[C:15]([C:16]([F:17])([F:18])[F:19])=[CH:14][CH:13]=[CH:12][N:11]=2)=[O:7])=[CH:4][N:3]=1, predict the reactants needed to synthesize it. The reactants are: ClC1[CH:31]=[CH:30][C:5]([C:6]([NH:8][C@@H:9]([C:20]2[CH:25]=[CH:24][C:23]([C:26]([F:29])([F:28])[F:27])=[CH:22][CH:21]=2)[C:10]2[C:15]([C:16]([F:19])([F:18])[F:17])=[CH:14][CH:13]=[CH:12][N:11]=2)=[O:7])=[CH:4][N:3]=1.C(NCC)C.C1COCC1.[CH3:42][N:43]([CH:45]=O)[CH3:44]. (7) Given the product [Br:11][C:7]1[C:2]([Cl:1])=[C:3]([CH:9]=[O:10])[CH:4]=[N:5][CH:6]=1, predict the reactants needed to synthesize it. The reactants are: [Cl:1][C:2]1[C:7](Cl)=[CH:6][N:5]=[CH:4][C:3]=1[CH:9]=[O:10].[Br:11]C1C=NC=CC=1Cl. (8) Given the product [C:1]1([C:12]2[CH:13]=[CH:14][CH:15]=[CH:16][CH:10]=2)[CH:6]=[CH:5][CH:4]=[CH:3][CH:2]=1, predict the reactants needed to synthesize it. The reactants are: [C:1]1([Mg]Br)[CH:6]=[CH:5][CH:4]=[CH:3][CH:2]=1.Br[CH:10]1[CH2:16][CH2:15][CH2:14][CH2:13][CH2:12]C1.[NH4+].[Cl-].